From a dataset of Reaction yield outcomes from USPTO patents with 853,638 reactions. Predict the reaction yield, written as a fraction of the theoretical maximum amount of product (1.0 means a 100% yield; for example, 0.34 means a 34% yield). (1) The reactants are C[O:2][C:3](=O)[C:4]1[CH:9]=[CH:8][C:7]([O:10][CH2:11][C:12]2[C:13]([C:18]3[CH:23]=[CH:22][CH:21]=[CH:20][CH:19]=3)=[N:14][O:15][C:16]=2[CH3:17])=[N:6][CH:5]=1.[NH2:25][NH2:26]. The catalyst is C(O)C. The product is [CH3:17][C:16]1[O:15][N:14]=[C:13]([C:18]2[CH:23]=[CH:22][CH:21]=[CH:20][CH:19]=2)[C:12]=1[CH2:11][O:10][C:7]1[CH:8]=[CH:9][C:4]([C:3]([NH:25][NH2:26])=[O:2])=[CH:5][N:6]=1. The yield is 0.490. (2) The reactants are [Br:1][C:2]1[CH:3]=[C:4]2[C:9](=[CH:10][CH:11]=1)[N:8]=[CH:7][CH:6]=[C:5]2I.C([Sn](CCCC)(CCCC)[C:18]1[CH:23]=[CH:22][N:21]=[N:20][CH:19]=1)CCC.CCOC(C)=O. The catalyst is O1CCOCC1.[Pd].C1C=CC(P(C2C=CC=CC=2)[C-]2C=CC=C2)=CC=1.C1C=CC(P(C2C=CC=CC=2)[C-]2C=CC=C2)=CC=1.Cl[Pd]Cl.[Fe+2].C(Cl)Cl. The product is [Br:1][C:2]1[CH:3]=[C:4]2[C:9](=[CH:10][CH:11]=1)[N:8]=[CH:7][CH:6]=[C:5]2[C:18]1[CH:23]=[CH:22][N:21]=[N:20][CH:19]=1. The yield is 0.388. (3) The reactants are [Cl:1][C:2]1[CH:10]=[C:9]2[C:5]([C:6]([C:11]([OH:13])=[O:12])=[N:7][NH:8]2)=[CH:4][C:3]=1[C:14]1[CH:19]=[CH:18][C:17]([O:20][CH3:21])=[CH:16][CH:15]=1.[CH:22]1[C:27](O)=[CH:26][CH:25]=[C:24]([CH3:29])[CH:23]=1.C(N(CC)CC)C. The catalyst is S(Cl)(Cl)=O. The product is [C:24]1([CH3:29])[CH:25]=[CH:26][C:27]([O:12][C:11]([C:6]2[C:5]3[C:9](=[CH:10][C:2]([Cl:1])=[C:3]([C:14]4[CH:19]=[CH:18][C:17]([O:20][CH3:21])=[CH:16][CH:15]=4)[CH:4]=3)[NH:8][N:7]=2)=[O:13])=[CH:22][CH:23]=1. The yield is 0.270. (4) The reactants are [C@@H:1]([N:5]1[C:13]2[CH:12]=[C:11]([Cl:14])[N:10]=[CH:9][C:8]=2[C:7](I)=[N:6]1)([CH2:3][CH3:4])[CH3:2].[NH:16]1[CH2:20][CH2:19][C@H:18]([OH:21])[CH2:17]1. No catalyst specified. The product is [C@@H:1]([N:5]1[C:13]2[CH:12]=[C:11]([Cl:14])[N:10]=[CH:9][C:8]=2[C:7]([N:16]2[CH2:20][CH2:19][C@H:18]([OH:21])[CH2:17]2)=[N:6]1)([CH2:3][CH3:4])[CH3:2]. The yield is 0.220.